This data is from Retrosynthesis with 50K atom-mapped reactions and 10 reaction types from USPTO. The task is: Predict the reactants needed to synthesize the given product. (1) Given the product COCCOC[C@@]1(C)CCCN(C[C@H]2COc3ccccc3O2)C1, predict the reactants needed to synthesize it. The reactants are: COCC1(C)CCCN(CC2COc3ccccc3O2)C1.COCCBr. (2) Given the product COC(=O)CN=C(c1ccccc1)c1ccccc1, predict the reactants needed to synthesize it. The reactants are: COC(=O)CN.O=C(c1ccccc1)c1ccccc1. (3) The reactants are: CCOC(=O)C1=Cc2c(cnc3ccc(OC)cc23)SC1. Given the product COc1ccc2ncc3c(c2c1)C=C(C(=O)O)CS3, predict the reactants needed to synthesize it. (4) Given the product COc1ccc(Cn2nnnc2C(=O)Nc2cccc(N3CCCCC3)c2C#N)cc1, predict the reactants needed to synthesize it. The reactants are: COc1ccc(Cn2nnnc2C(=O)Cl)cc1.N#Cc1c(N)cccc1N1CCCCC1. (5) Given the product CCCNc1cccnc1N1CCN(Cc2cc(C)c(OC)c(C)c2)CC1, predict the reactants needed to synthesize it. The reactants are: CCCNc1cccnc1N1CCNCC1.COc1c(C)cc(CCl)cc1C. (6) Given the product CC(=O)OCc1c(-c2cc(Nc3ccc(C4CN(C)C4)cn3)c(=O)n(C)c2)cccc1N1CCc2c(sc3c2CCCC3)C1=O, predict the reactants needed to synthesize it. The reactants are: CC(=O)OCc1c(B2OC(C)(C)C(C)(C)O2)cccc1N1CCc2c(sc3c2CCCC3)C1=O.CN1CC(c2ccc(Nc3cc(Br)cn(C)c3=O)nc2)C1.